Dataset: Forward reaction prediction with 1.9M reactions from USPTO patents (1976-2016). Task: Predict the product of the given reaction. (1) Given the reactants [NH2:1][C:2]1[N:7]=[C:6]([NH:8][CH2:9][CH2:10][OH:11])[CH:5]=[CH:4][C:3]=1[N+:12]([O-:14])=[O:13].[H-].[Na+].Cl[C:18]1[N:23]2[CH:24]=[CH:25][N:26]=[C:22]2[CH:21]=[C:20]([C:27]2[CH:32]=[CH:31][C:30]([Cl:33])=[CH:29][C:28]=2[Cl:34])[N:19]=1.C(O)(=O)C, predict the reaction product. The product is: [Cl:34][C:28]1[CH:29]=[C:30]([Cl:33])[CH:31]=[CH:32][C:27]=1[C:20]1[N:19]=[C:18]([O:11][CH2:10][CH2:9][NH:8][C:6]2[N:7]=[C:2]([NH2:1])[C:3]([N+:12]([O-:14])=[O:13])=[CH:4][CH:5]=2)[N:23]2[CH:24]=[CH:25][N:26]=[C:22]2[CH:21]=1. (2) Given the reactants [SH:1][C:2]1[CH:9]=[C:8]([C:10]([F:13])([F:12])[F:11])[CH:7]=[CH:6][C:3]=1[C:4]#[N:5].[OH:14]S(O)(=O)=O.C([O-])(O)=O.[Na+], predict the reaction product. The product is: [F:13][C:10]([F:11])([F:12])[C:8]1[CH:7]=[CH:6][C:3]2[C:4](=[O:14])[NH:5][S:1][C:2]=2[CH:9]=1.